Dataset: Catalyst prediction with 721,799 reactions and 888 catalyst types from USPTO. Task: Predict which catalyst facilitates the given reaction. (1) Reactant: [C:1]1([S:7]([NH:10][C:11]2[N:12]([CH3:27])[C:13]3[CH2:14][CH2:15][CH2:16][CH2:17][C:18]=3[C:19]=2[C:20]([O:22]C(C)(C)C)=[O:21])(=[O:9])=[O:8])[CH:6]=[CH:5][CH:4]=[CH:3][CH:2]=1.Cl. Product: [C:1]1([S:7]([NH:10][C:11]2[N:12]([CH3:27])[C:13]3[CH2:14][CH2:15][CH2:16][CH2:17][C:18]=3[C:19]=2[C:20]([OH:22])=[O:21])(=[O:9])=[O:8])[CH:2]=[CH:3][CH:4]=[CH:5][CH:6]=1. The catalyst class is: 12. (2) Reactant: [CH3:1][O:2][C:3]1[CH:4]=[C:5]([CH2:30][C:31]([O:33][CH3:34])=[O:32])[CH:6]=[CH:7][C:8]=1[O:9][C:10]1[C:11]([N+:27]([O-])=O)=[C:12]2[C:16](=[CH:17][CH:18]=1)[N:15]([CH2:19][O:20][CH2:21][CH2:22][Si:23]([CH3:26])([CH3:25])[CH3:24])[N:14]=[CH:13]2. Product: [NH2:27][C:11]1[C:10]([O:9][C:8]2[CH:7]=[CH:6][C:5]([CH2:30][C:31]([O:33][CH3:34])=[O:32])=[CH:4][C:3]=2[O:2][CH3:1])=[CH:18][CH:17]=[C:16]2[C:12]=1[CH:13]=[N:14][N:15]2[CH2:19][O:20][CH2:21][CH2:22][Si:23]([CH3:26])([CH3:25])[CH3:24]. The catalyst class is: 45. (3) Reactant: [F:1][C:2]([F:29])([F:28])[S:3]([C:6]1[CH:7]=[CH:8][C:9]2[O:14][CH2:13][C@H:12]([CH2:15]OS(C3C=CC(C)=CC=3)(=O)=O)[O:11][C:10]=2[CH:27]=1)(=[O:5])=[O:4].[CH2:30]([NH2:33])[CH2:31][CH3:32].Cl. Product: [F:28][C:2]([F:29])([F:1])[S:3]([C:6]1[CH:7]=[CH:8][C:9]2[O:14][CH2:13][C@H:12]([CH2:15][NH:33][CH2:30][CH2:31][CH3:32])[O:11][C:10]=2[CH:27]=1)(=[O:5])=[O:4]. The catalyst class is: 10. (4) Reactant: [Si]([O:8][CH:9]1[CH:15]2[CH:13]([O:14]2)[CH2:12][N:11]([C:16]([O:18][CH2:19][CH3:20])=[O:17])[CH2:10]1)(C(C)(C)C)(C)C.CCCC[N+](CCCC)(CCCC)CCCC.[F-].O. Product: [OH:8][CH:9]1[CH:15]2[CH:13]([O:14]2)[CH2:12][N:11]([C:16]([O:18][CH2:19][CH3:20])=[O:17])[CH2:10]1. The catalyst class is: 1. (5) Reactant: C([O:3][CH2:4][CH2:5][N:6]1[CH2:11][CH2:10][NH:9][CH2:8][CH2:7]1)C.[N+:12]([C:15]1[CH:16]=[CH:17][C:18](F)=[C:19]([CH3:21])[CH:20]=1)([O-:14])=[O:13].C(N(CC)C(C)C)(C)C. Product: [OH:3][CH2:4][CH2:5][N:6]1[CH2:7][CH2:8][N:9]([C:18]2[CH:17]=[CH:16][C:15]([N+:12]([O-:14])=[O:13])=[CH:20][C:19]=2[CH3:21])[CH2:10][CH2:11]1. The catalyst class is: 16. (6) Reactant: O.O.C([O-])(=O)C.[Li+].[Si:8]([O:15][C@@H:16]1[N:22]([C:23]([O:25][CH2:26][CH:27]=[CH2:28])=[O:24])[C:21]2[CH:29]=[C:30]([O:35][Si](C(C)C)(C(C)C)C(C)C)[C:31]([O:33][CH3:34])=[CH:32][C:20]=2[C:19](=[O:46])[N:18]2[CH:47]=[C:48](/[CH:50]=[CH:51]/[CH3:52])[CH2:49][C@@H:17]12)([C:11]([CH3:14])([CH3:13])[CH3:12])([CH3:10])[CH3:9]. Product: [Si:8]([O:15][C@@H:16]1[N:22]([C:23]([O:25][CH2:26][CH:27]=[CH2:28])=[O:24])[C:21]2[CH:29]=[C:30]([OH:35])[C:31]([O:33][CH3:34])=[CH:32][C:20]=2[C:19](=[O:46])[N:18]2[CH:47]=[C:48](/[CH:50]=[CH:51]/[CH3:52])[CH2:49][C@@H:17]12)([C:11]([CH3:14])([CH3:13])[CH3:12])([CH3:9])[CH3:10]. The catalyst class is: 3. (7) Reactant: [C:1]1([CH2:7][CH2:8][CH2:9][CH2:10][CH2:11]Br)[CH:6]=[CH:5][CH:4]=[CH:3][CH:2]=1.[OH:13][CH2:14][C:15]1[C:20]([OH:21])=[CH:19][CH:18]=[CH:17][N:16]=1.C(=O)([O-])[O-].[K+].[K+]. Product: [C:1]1([CH2:7][CH2:8][CH2:9][CH2:10][CH2:11][O:21][C:20]2[C:15]([CH2:14][OH:13])=[N:16][CH:17]=[CH:18][CH:19]=2)[CH:6]=[CH:5][CH:4]=[CH:3][CH:2]=1. The catalyst class is: 13. (8) Reactant: C(OC(=O)[NH:7][C@@H:8]([CH2:25][OH:26])[CH2:9][C:10]1[CH:15]=[CH:14][C:13]([O:16][C:17]2[C:22]([C:23]#[N:24])=[CH:21][CH:20]=[CH:19][N:18]=2)=[CH:12][CH:11]=1)(C)(C)C.[ClH:28]. Product: [ClH:28].[ClH:28].[NH2:7][C@H:8]([CH2:9][C:10]1[CH:11]=[CH:12][C:13]([O:16][C:17]2[C:22]([C:23]#[N:24])=[CH:21][CH:20]=[CH:19][N:18]=2)=[CH:14][CH:15]=1)[CH2:25][OH:26]. The catalyst class is: 12. (9) Reactant: [C:1]([O:9][CH2:10][C:11]([NH2:13])=[S:12])(=[O:8])[C:2]1[CH:7]=[CH:6][CH:5]=[CH:4][CH:3]=1.[Cl:14][CH2:15][C:16](=O)[CH2:17]Cl. Product: [C:1]([O:9][CH2:10][C:11]1[S:12][CH:17]=[C:16]([CH2:15][Cl:14])[N:13]=1)(=[O:8])[C:2]1[CH:7]=[CH:6][CH:5]=[CH:4][CH:3]=1. The catalyst class is: 8.